From a dataset of Forward reaction prediction with 1.9M reactions from USPTO patents (1976-2016). Predict the product of the given reaction. (1) Given the reactants [CH3:1][O:2][C:3](=[O:10])[CH2:4][CH:5]([CH3:9])[CH2:6][CH2:7][OH:8].CC(OI1(OC(C)=O)(OC(C)=O)OC(=O)C2C=CC=CC1=2)=O, predict the reaction product. The product is: [CH3:1][O:2][C:3](=[O:10])[CH2:4][CH:5]([CH3:9])[CH2:6][CH:7]=[O:8]. (2) Given the reactants [CH3:1][C:2]1[S:3][C:4]2[CH:10]=[CH:9][C:8]([O:11][CH2:12][CH:13]([NH:21][C:22](=[O:24])[CH3:23])[CH2:14][N:15]3[CH2:20][CH2:19][NH:18][CH2:17][CH2:16]3)=[CH:7][C:5]=2[N:6]=1.C(N(CC)CC)C.[CH:32]1[C:44]2[CH2:43][C:42]3[C:37](=[CH:38][CH:39]=[CH:40][CH:41]=3)[C:36]=2[CH:35]=[CH:34][C:33]=1[N:45]=[C:46]=[O:47], predict the reaction product. The product is: [CH:32]1[C:44]2[CH2:43][C:42]3[C:37](=[CH:38][CH:39]=[CH:40][CH:41]=3)[C:36]=2[CH:35]=[CH:34][C:33]=1[NH:45][C:46]([N:18]1[CH2:17][CH2:16][N:15]([CH2:14][CH:13]([NH:21][C:22](=[O:24])[CH3:23])[CH2:12][O:11][C:8]2[CH:9]=[CH:10][C:4]3[S:3][C:2]([CH3:1])=[N:6][C:5]=3[CH:7]=2)[CH2:20][CH2:19]1)=[O:47]. (3) Given the reactants [CH3:1][CH:2]1[C:7](=[O:8])[CH2:6][CH2:5][CH2:4][C:3]1=[O:9].[NH2:10][C:11]1[CH:12]=[C:13]([CH:17]=[CH:18][C:19]=1[C:20]([F:23])([F:22])[F:21])[C:14]([OH:16])=[O:15], predict the reaction product. The product is: [CH3:1][C:2]1[C:3](=[O:9])[CH2:4][CH2:5][CH2:6][C:7]=1[NH:10][C:11]1[CH:12]=[C:13]([CH:17]=[CH:18][C:19]=1[C:20]([F:21])([F:22])[F:23])[C:14]([OH:16])=[O:15].[CH3:6][CH2:7][OH:8].[CH3:13][CH2:14][O:15][C:7]([CH3:2])=[O:8]. (4) Given the reactants C(OC([C:6]1[CH:38]=[CH:37][CH:36]=[CH:35][C:7]=1[O:8][C:9]1[C:23]([O:24][C:25]2[CH:30]=[CH:29][C:28]([S:31]([CH3:34])(=[O:33])=[O:32])=[CH:27][CH:26]=2)=[CH:22][C:12]2[NH:13][C:14]([C:16]3[CH:21]=[CH:20][CH:19]=[CH:18][N:17]=3)=[N:15][C:11]=2[CH:10]=1)=O)C.[F:39]C1C=CC=CC=1O, predict the reaction product. The product is: [F:39][C:6]1[CH:38]=[CH:37][CH:36]=[CH:35][C:7]=1[O:8][C:9]1[C:23]([O:24][C:25]2[CH:30]=[CH:29][C:28]([S:31]([CH3:34])(=[O:33])=[O:32])=[CH:27][CH:26]=2)=[CH:22][C:12]2[NH:13][C:14]([C:16]3[CH:21]=[CH:20][CH:19]=[CH:18][N:17]=3)=[N:15][C:11]=2[CH:10]=1. (5) Given the reactants [C:1]([O:5][C:6]([N:8]([CH3:13])[CH:9]1[CH2:12][NH:11][CH2:10]1)=[O:7])([CH3:4])([CH3:3])[CH3:2].Br[C:15]1[S:16][C:17]([C:21]([O:23][CH2:24][CH3:25])=[O:22])=[C:18]([CH3:20])[N:19]=1.C(N(C(C)C)CC)(C)C, predict the reaction product. The product is: [C:1]([O:5][C:6]([N:8]([CH3:13])[CH:9]1[CH2:10][N:11]([C:15]2[S:16][C:17]([C:21]([O:23][CH2:24][CH3:25])=[O:22])=[C:18]([CH3:20])[N:19]=2)[CH2:12]1)=[O:7])([CH3:4])([CH3:3])[CH3:2].